From a dataset of Forward reaction prediction with 1.9M reactions from USPTO patents (1976-2016). Predict the product of the given reaction. (1) Given the reactants [F:1][C:2]1[C:3]([NH:23][C:24]2[CH:34]=[CH:33][CH:32]=[CH:31][C:25]=2[C:26]([O:28]CC)=O)=[N:4][C:5]([NH:8][C:9]2[CH:14]=[CH:13][CH:12]=[C:11]([CH2:15][CH2:16][N:17]3[CH2:22][CH2:21][O:20][CH2:19][CH2:18]3)[CH:10]=2)=[N:6][CH:7]=1.[CH3:35][S:36][CH2:37][CH2:38][NH2:39], predict the reaction product. The product is: [F:1][C:2]1[C:3]([NH:23][C:24]2[CH:34]=[CH:33][CH:32]=[CH:31][C:25]=2[C:26]([NH:39][CH2:38][CH2:37][S:36][CH3:35])=[O:28])=[N:4][C:5]([NH:8][C:9]2[CH:14]=[CH:13][CH:12]=[C:11]([CH2:15][CH2:16][N:17]3[CH2:18][CH2:19][O:20][CH2:21][CH2:22]3)[CH:10]=2)=[N:6][CH:7]=1. (2) The product is: [C:15]1([S:12]([N:9]2[CH2:10][CH2:11][C:6]3([C:4](=[O:3])[N:29]([C:30]4[CH:31]=[N:32][CH:33]=[CH:34][CH:35]=4)[CH2:22][CH2:21]3)[CH2:7][CH2:8]2)(=[O:13])=[O:14])[CH:20]=[CH:19][CH:18]=[CH:17][CH:16]=1. Given the reactants C([O:3][C:4]([C:6]1([CH2:21][CH2:22]OC)[CH2:11][CH2:10][N:9]([S:12]([C:15]2[CH:20]=[CH:19][CH:18]=[CH:17][CH:16]=2)(=[O:14])=[O:13])[CH2:8][CH2:7]1)=O)C.[Cl-].C[Al+]C.[NH2:29][C:30]1[CH:31]=[N:32][CH:33]=[CH:34][CH:35]=1, predict the reaction product. (3) The product is: [C:25]([O:30][CH2:31][CH2:32][CH2:33][CH2:34][CH2:35][CH2:36][CH2:37][CH2:38][CH2:39][CH2:40][CH2:41][CH3:42])(=[O:29])[C:26]([CH3:28])=[CH2:27].[C:25]([O:30][CH3:31])(=[O:29])[C:26]([CH3:28])=[CH2:27]. Given the reactants C(OS(C1C=CC=CC=1)(=O)=O)CCCCCCCCCCC.[Na].O.[C:25]([O:30][CH2:31][CH2:32][CH2:33][CH2:34][CH2:35][CH2:36][CH2:37][CH2:38][CH2:39][CH2:40][CH2:41][CH3:42])(=[O:29])[C:26]([CH3:28])=[CH2:27], predict the reaction product.